Regression. Given two drug SMILES strings and cell line genomic features, predict the synergy score measuring deviation from expected non-interaction effect. From a dataset of NCI-60 drug combinations with 297,098 pairs across 59 cell lines. Drug 1: C1=CC(=C2C(=C1NCCNCCO)C(=O)C3=C(C=CC(=C3C2=O)O)O)NCCNCCO. Drug 2: C1=CC=C(C=C1)NC(=O)CCCCCCC(=O)NO. Cell line: NCI-H460. Synergy scores: CSS=51.8, Synergy_ZIP=2.73, Synergy_Bliss=2.70, Synergy_Loewe=-7.70, Synergy_HSA=4.51.